From a dataset of CYP2D6 inhibition data for predicting drug metabolism from PubChem BioAssay. Regression/Classification. Given a drug SMILES string, predict its absorption, distribution, metabolism, or excretion properties. Task type varies by dataset: regression for continuous measurements (e.g., permeability, clearance, half-life) or binary classification for categorical outcomes (e.g., BBB penetration, CYP inhibition). Dataset: cyp2d6_veith. (1) The drug is C=CCc1cccc2cc(C(=O)N(CC)CC)c(=O)oc12. The result is 0 (non-inhibitor). (2) The molecule is CCn1c2ccc(Cl)cc2c2nc3ccccc3nc21. The result is 0 (non-inhibitor). (3) The compound is C[C@@H](C(=O)Nc1ccc2ccccc2c1)[C@@H]1C[C@@]1(C)[C@@H](NS(=O)(=O)c1ccccc1)c1ccccc1. The result is 0 (non-inhibitor). (4) The result is 1 (inhibitor). The molecule is CCN(CC)CC#CCC(C)(c1ccccc1)c1ccccc1.Cl. (5) The drug is O=S1(=O)C=C(SCc2cccc(Cl)c2)Nc2ccccc21. The result is 1 (inhibitor). (6) The molecule is Cn1nc(C(F)(F)F)c(/C=N/OC(=O)c2ccccc2Cl)c1SCc1ccc(Cl)cc1. The result is 0 (non-inhibitor).